This data is from Retrosynthesis with 50K atom-mapped reactions and 10 reaction types from USPTO. The task is: Predict the reactants needed to synthesize the given product. Given the product [N-]=[N+]=N[C@]1(COC(=O)c2cccc(Cl)c2)O[C@@H](n2ccc(=O)[nH]c2=O)[C@H](O)[C@@H]1F, predict the reactants needed to synthesize it. The reactants are: O=C(OO)c1cccc(Cl)c1.[N-]=[N+]=N[C@]1(CI)O[C@@H](n2ccc(=O)[nH]c2=O)[C@H](O)[C@@H]1F.